Dataset: Peptide-MHC class II binding affinity with 134,281 pairs from IEDB. Task: Regression. Given a peptide amino acid sequence and an MHC pseudo amino acid sequence, predict their binding affinity value. This is MHC class II binding data. (1) The peptide sequence is RADITTVSTFIDLNI. The MHC is DRB1_0701 with pseudo-sequence DRB1_0701. The binding affinity (normalized) is 0.797. (2) The peptide sequence is PNWVRKVFIDTIPNI. The MHC is HLA-DPA10201-DPB10101 with pseudo-sequence HLA-DPA10201-DPB10101. The binding affinity (normalized) is 0.370.